From a dataset of Full USPTO retrosynthesis dataset with 1.9M reactions from patents (1976-2016). Predict the reactants needed to synthesize the given product. (1) Given the product [Br:1][C:2]1[CH:3]=[C:4]([CH2:8][C:9]([O:11][CH3:17])=[O:10])[CH:5]=[CH:6][CH:7]=1, predict the reactants needed to synthesize it. The reactants are: [Br:1][C:2]1[CH:3]=[C:4]([CH2:8][C:9]([OH:11])=[O:10])[CH:5]=[CH:6][CH:7]=1.OS(O)(=O)=O.[CH3:17]O. (2) Given the product [OH-:3].[NH4+:5].[NH:16]1[CH2:17][CH:18]=[N:19][CH:15]1[CH2:14][C:7]1[C:8]2[C:9](=[N:10][CH:11]=[CH:12][CH:13]=2)[N:5]([S:2]([CH3:1])(=[O:3])=[O:4])[CH:6]=1, predict the reactants needed to synthesize it. The reactants are: [CH3:1][S:2]([N:5]1[C:9]2=[N:10][CH:11]=[CH:12][CH:13]=[C:8]2[C:7]([CH2:14][C:15]#[N:16])=[CH:6]1)(=[O:4])=[O:3].[CH2:17](N)[CH2:18][NH2:19]. (3) Given the product [Cl:1][C:2]1[CH:7]=[CH:6][C:5]([S:8][C:9]2[C:10]([C:20]3[CH:21]=[CH:22][C:23]([C:24]4[O:25][CH:30]=[N:27][N:26]=4)=[CH:28][CH:29]=3)=[N:11][N:12]([C:14]3[CH:15]=[CH:16][CH:17]=[CH:18][CH:19]=3)[CH:13]=2)=[CH:4][CH:3]=1, predict the reactants needed to synthesize it. The reactants are: [Cl:1][C:2]1[CH:7]=[CH:6][C:5]([S:8][C:9]2[C:10]([C:20]3[CH:29]=[CH:28][C:23]([C:24]([NH:26][NH2:27])=[O:25])=[CH:22][CH:21]=3)=[N:11][N:12]([C:14]3[CH:19]=[CH:18][CH:17]=[CH:16][CH:15]=3)[CH:13]=2)=[CH:4][CH:3]=1.[CH2:30](N(CC)CC)C.Cl.C(=N)OCC.C(#N)C. (4) Given the product [F:26][C:23]1[CH:24]=[CH:25][C:20]([C@:13]2([CH2:16][CH2:17][CH2:18][OH:19])[O:12][C:11](=[O:27])[N:10]([C@H:8]([C:5]3[CH:6]=[CH:7][C:2]([C:29]4[CH:34]=[CH:33][N:32]=[CH:31][N:30]=4)=[CH:3][CH:4]=3)[CH3:9])[CH2:15][CH2:14]2)=[CH:21][CH:22]=1, predict the reactants needed to synthesize it. The reactants are: Br[C:2]1[CH:7]=[CH:6][C:5]([C@@H:8]([N:10]2[CH2:15][CH2:14][C@@:13]([C:20]3[CH:25]=[CH:24][C:23]([F:26])=[CH:22][CH:21]=3)([CH2:16][CH2:17][CH2:18][OH:19])[O:12][C:11]2=[O:27])[CH3:9])=[CH:4][CH:3]=1.Cl[C:29]1[CH:34]=[CH:33][N:32]=[CH:31][N:30]=1. (5) Given the product [C:22]([O:21][C:19]([N:16]1[CH2:17][CH2:18][CH:13]([C:8]2[C:7]([CH2:5][OH:4])=[CH:12][CH:11]=[CH:10][N:9]=2)[CH2:14][CH2:15]1)=[O:20])([CH3:25])([CH3:23])[CH3:24], predict the reactants needed to synthesize it. The reactants are: [BH4-].[Na+].C[O:4][C:5]([C:7]1[C:8]([CH:13]2[CH2:18][CH2:17][N:16]([C:19]([O:21][C:22]([CH3:25])([CH3:24])[CH3:23])=[O:20])[CH2:15][CH2:14]2)=[N:9][CH:10]=[CH:11][CH:12]=1)=O.CO. (6) Given the product [C:25]([OH:27])(=[O:26])[CH2:24][OH:23].[C:3]([OH:7])(=[O:6])[CH2:4][CH3:5], predict the reactants needed to synthesize it. The reactants are: [C]=O.[C:3]([O:7]C[O:7][C:3](=[O:6])[CH2:4][CH3:5])(=[O:6])[CH2:4][CH3:5].C(O)(=O)CC.C([O:23][CH2:24][C:25]([OH:27])=[O:26])(=O)CC. (7) Given the product [Cl:1][C:2]1[CH:7]=[CH:6][CH:5]=[C:4]([F:8])[C:3]=1[C:9]1[NH:10][C:11](=[O:22])[N:12]([C:14]2[CH:19]=[CH:18][C:17]([C:20]#[C:21][C:27]3[CH:28]=[CH:29][C:24]([Cl:23])=[CH:25][C:26]=3[F:31])=[CH:16][CH:15]=2)[N:13]=1, predict the reactants needed to synthesize it. The reactants are: [Cl:1][C:2]1[CH:7]=[CH:6][CH:5]=[C:4]([F:8])[C:3]=1[C:9]1[NH:10][C:11](=[O:22])[N:12]([C:14]2[CH:19]=[CH:18][C:17]([C:20]#[CH:21])=[CH:16][CH:15]=2)[N:13]=1.[Cl:23][C:24]1[CH:29]=[CH:28][C:27](I)=[C:26]([F:31])[CH:25]=1.CCCC[N+](CCCC)(CCCC)CCCC.[F-]. (8) Given the product [N:19]1([C:17]([N:2]2[CH2:3][CH:4]3[CH2:8][C:7](=[O:9])[CH2:6][CH:5]3[CH2:1]2)=[O:18])[CH2:24][CH2:23][CH2:22][CH2:21][CH2:20]1, predict the reactants needed to synthesize it. The reactants are: [CH2:1]1[CH:5]2[CH2:6][C:7](=[O:9])[CH2:8][CH:4]2[CH2:3][NH:2]1.[I-].CN1C=C[N+]([C:17]([N:19]2[CH2:24][CH2:23][CH2:22][CH2:21][CH2:20]2)=[O:18])=C1.C(N(CC)CC)C.O.